This data is from Peptide-MHC class I binding affinity with 185,985 pairs from IEDB/IMGT. The task is: Regression. Given a peptide amino acid sequence and an MHC pseudo amino acid sequence, predict their binding affinity value. This is MHC class I binding data. (1) The peptide sequence is QGVGGPGQKAR. The MHC is Mamu-B08 with pseudo-sequence Mamu-B08. The binding affinity (normalized) is 0. (2) The binding affinity (normalized) is 0.595. The peptide sequence is KILTAGLSV. The MHC is HLA-A02:01 with pseudo-sequence HLA-A02:01. (3) The peptide sequence is VEMGIKNGP. The MHC is HLA-B18:01 with pseudo-sequence HLA-B18:01. The binding affinity (normalized) is 0.0847. (4) The peptide sequence is LRAEDTAVY. The MHC is HLA-A68:01 with pseudo-sequence HLA-A68:01. The binding affinity (normalized) is 0. (5) The peptide sequence is GTHVLLPFY. The MHC is HLA-A30:02 with pseudo-sequence HLA-A30:02. The binding affinity (normalized) is 0.966. (6) The peptide sequence is NVIEDITFL. The MHC is HLA-A02:06 with pseudo-sequence HLA-A02:06. The binding affinity (normalized) is 0.700.